Task: Predict the product of the given reaction.. Dataset: Forward reaction prediction with 1.9M reactions from USPTO patents (1976-2016) (1) Given the reactants [CH2:1]([N:8]1[CH:12]=[C:11]([C:13](OCC)=[O:14])[C:10]([CH:18]([CH2:21][CH3:22])[CH2:19][CH3:20])=[N:9]1)[C:2]1[CH:7]=[CH:6][CH:5]=[CH:4][CH:3]=1.[H-].[Al+3].[Li+].[H-].[H-].[H-].O.O.O.O.O.O.O.O.O.O.[O-]S([O-])(=O)=O.[Na+].[Na+], predict the reaction product. The product is: [CH2:1]([N:8]1[CH:12]=[C:11]([CH2:13][OH:14])[C:10]([CH:18]([CH2:21][CH3:22])[CH2:19][CH3:20])=[N:9]1)[C:2]1[CH:3]=[CH:4][CH:5]=[CH:6][CH:7]=1. (2) Given the reactants [F:1][C:2]([F:24])([F:23])[C:3]1[CH:8]=[CH:7][C:6]([C:9]2[C:13]3[CH:14]=[CH:15][C:16]([C:18]#[C:19][CH2:20][CH2:21]O)=[CH:17][C:12]=3[S:11][N:10]=2)=[CH:5][CH:4]=1.[CH2:25]([NH:27][CH2:28][CH2:29][OH:30])[CH3:26], predict the reaction product. The product is: [CH2:25]([N:27]([CH2:21][CH2:20][C:19]#[C:18][C:16]1[CH:15]=[CH:14][C:13]2[C:9]([C:6]3[CH:7]=[CH:8][C:3]([C:2]([F:24])([F:1])[F:23])=[CH:4][CH:5]=3)=[N:10][S:11][C:12]=2[CH:17]=1)[CH2:28][CH2:29][OH:30])[CH3:26]. (3) Given the reactants [O:1]=[C:2]([CH2:10][CH2:11][CH2:12][CH2:13][C:14]1[CH:23]=[CH:22][C:21]2[CH2:20][CH2:19][CH2:18][NH:17][C:16]=2[N:15]=1)[CH2:3]P(=O)(OC)OC.[F:24][C:25]([F:35])([F:34])[C:26]1[N:31]=[CH:30][C:29]([CH:32]=O)=[CH:28][N:27]=1.CC([O-])(C)C.[K+], predict the reaction product. The product is: [N:15]1[C:16]2[NH:17][CH2:18][CH2:19][CH2:20][C:21]=2[CH:22]=[CH:23][C:14]=1[CH2:13][CH2:12][CH2:11][CH2:10][C:2](=[O:1])/[CH:3]=[CH:32]/[C:29]1[CH:30]=[N:31][C:26]([C:25]([F:35])([F:24])[F:34])=[N:27][CH:28]=1. (4) The product is: [Cl:1][C:2]1[N:3]=[CH:4][C:5]([C:6]([N:11]2[CH2:16][CH2:15][O:14][CH2:13][CH2:12]2)=[O:7])=[CH:9][CH:10]=1. Given the reactants [Cl:1][C:2]1[CH:10]=[CH:9][C:5]([C:6](Cl)=[O:7])=[CH:4][N:3]=1.[NH:11]1[CH2:16][CH2:15][O:14][CH2:13][CH2:12]1.C(N(CC)CC)C, predict the reaction product. (5) Given the reactants C(O)(=O)C.O=[C:6]1[CH2:11][CH2:10][N:9]([C:12]([O:14][C:15]([CH3:18])([CH3:17])[CH3:16])=[O:13])[CH2:8][CH2:7]1.Cl.[CH2:20]([O:22][C:23](=[O:27])[CH2:24][CH2:25][NH2:26])[CH3:21].C([BH3-])#N.[Na+], predict the reaction product. The product is: [CH2:20]([O:22][C:23]([CH2:24][CH2:25][NH:26][CH:6]1[CH2:11][CH2:10][N:9]([C:12]([O:14][C:15]([CH3:18])([CH3:17])[CH3:16])=[O:13])[CH2:8][CH2:7]1)=[O:27])[CH3:21]. (6) Given the reactants [N:1]1([CH2:11][C:12]([OH:30])([CH2:17][C:18]([C:21]2[CH:26]=[C:25]([F:27])[CH:24]=[CH:23][C:22]=2[O:28][CH3:29])([CH3:20])[CH3:19])[C:13]([F:16])([F:15])[F:14])[C:10]2[C:5](=[CH:6][CH:7]=[CH:8][CH:9]=2)[NH:4][CH2:3][CH2:2]1.C=O.[C:33]([BH3-])#N.[Na+].C(O)(=O)C, predict the reaction product. The product is: [F:16][C:13]([F:14])([F:15])[C:12]([CH2:11][N:1]1[C:10]2[C:5](=[CH:6][CH:7]=[CH:8][CH:9]=2)[N:4]([CH3:33])[CH2:3][CH2:2]1)([OH:30])[CH2:17][C:18]([C:21]1[CH:26]=[C:25]([F:27])[CH:24]=[CH:23][C:22]=1[O:28][CH3:29])([CH3:20])[CH3:19]. (7) Given the reactants [NH2:1][CH2:2][CH2:3][O:4][CH2:5][CH2:6][C:7]([OH:9])=[O:8].[OH-].[Na+].[CH3:12][C:13]([O:16][C:17](O[C:17]([O:16][C:13]([CH3:15])([CH3:14])[CH3:12])=[O:18])=[O:18])([CH3:15])[CH3:14], predict the reaction product. The product is: [C:13]([O:16][C:17]([NH:1][CH2:2][CH2:3][O:4][CH2:5][CH2:6][C:7]([OH:9])=[O:8])=[O:18])([CH3:15])([CH3:14])[CH3:12].